Predict the reactants needed to synthesize the given product. From a dataset of Full USPTO retrosynthesis dataset with 1.9M reactions from patents (1976-2016). (1) Given the product [Cl:1][C:2]1[CH:8]=[C:7]([O:9][C:10]2[C:11]3[NH:18][CH:17]=[CH:16][C:12]=3[N:13]=[CH:14][N:15]=2)[CH:6]=[CH:5][C:3]=1[NH:4][C:35]([NH:34][C:30]1[CH:31]=[CH:32][CH:33]=[C:28]([C:27]([F:26])([F:37])[F:38])[CH:29]=1)=[O:36], predict the reactants needed to synthesize it. The reactants are: [Cl:1][C:2]1[CH:8]=[C:7]([O:9][C:10]2[C:11]3[NH:18][CH:17]=[CH:16][C:12]=3[N:13]=[CH:14][N:15]=2)[CH:6]=[CH:5][C:3]=1[NH2:4].C(N(CC)CC)C.[F:26][C:27]([F:38])([F:37])[C:28]1[CH:29]=[C:30]([N:34]=[C:35]=[O:36])[CH:31]=[CH:32][CH:33]=1. (2) Given the product [F:19][C:20]1[CH:21]=[C:22]([CH:23]=[CH:24][CH:25]=1)[O:26][C:2]1[CH:7]=[C:6]([O:8][CH2:9][C:10]#[C:11][CH3:12])[N:5]=[CH:4][N:3]=1, predict the reactants needed to synthesize it. The reactants are: Cl[C:2]1[CH:7]=[C:6]([O:8][CH2:9][C:10]#[C:11][CH3:12])[N:5]=[CH:4][N:3]=1.C(=O)([O-])[O-].[K+].[K+].[F:19][C:20]1[CH:21]=[C:22]([OH:26])[CH:23]=[CH:24][CH:25]=1.[Cl-].[NH4+]. (3) Given the product [F:39][C:36]1[CH:37]=[CH:38][C:33]([C:22]2[C:23](=[O:32])[N:24]([CH:26]3[CH2:31][CH2:30][CH2:29][CH2:28][O:27]3)[N:25]=[C:20]([CH2:19][OH:18])[CH:21]=2)=[CH:34][CH:35]=1, predict the reactants needed to synthesize it. The reactants are: [Si]([O:18][CH2:19][C:20]1[CH:21]=[C:22]([C:33]2[CH:38]=[CH:37][C:36]([F:39])=[CH:35][CH:34]=2)[C:23](=[O:32])[N:24]([CH:26]2[CH2:31][CH2:30][CH2:29][CH2:28][O:27]2)[N:25]=1)(C(C)(C)C)(C1C=CC=CC=1)C1C=CC=CC=1.[N+](CCCC)(CCCC)(CCCC)CCCC.[F-].C([O-])(O)=O.[Na+]. (4) Given the product [Br:20][CH2:32][C:31]([C:28]1[CH:29]=[CH:30][C:25]([CH:23]([OH:22])[CH3:24])=[CH:26][CH:27]=1)=[O:33], predict the reactants needed to synthesize it. The reactants are: C(OC(N1CCC2C(=CC=C(C(=O)C[Br:20])C=2)C1)=O)(C)(C)C.[OH:22][CH:23]([C:25]1[CH:30]=[CH:29][C:28]([C:31](=[O:33])[CH3:32])=[CH:27][CH:26]=1)[CH3:24]. (5) Given the product [Cl:42][C:43]1[CH:50]=[CH:49][C:46]([CH2:47][N:35]2[C:34](=[O:37])[C:33]([C:38]([O:40][CH3:41])=[O:39])=[CH:32][C:31]([C:25]3[CH:26]=[CH:27][C:28]([O:29][CH3:30])=[C:23]([F:22])[CH:24]=3)=[N:36]2)=[CH:45][CH:44]=1, predict the reactants needed to synthesize it. The reactants are: FC1C=C(F)C=CC=1C1C=C(CO)C(=O)N(CC(C)C)N=1.[F:22][C:23]1[CH:24]=[C:25]([C:31]2[CH:32]=[C:33]([C:38]([O:40][CH3:41])=[O:39])[C:34](=[O:37])[NH:35][N:36]=2)[CH:26]=[CH:27][C:28]=1[O:29][CH3:30].[Cl:42][C:43]1[CH:50]=[CH:49][C:46]([CH2:47]Cl)=[CH:45][CH:44]=1. (6) Given the product [Cl:11][C:12]1[CH:32]=[C:31]([Cl:33])[C:30]([O:34][CH2:35][C:36]2[CH:37]=[CH:38][C:39]([O:42][CH3:43])=[CH:40][CH:41]=2)=[CH:29][C:13]=1[O:14][C:15]1[N:19]([CH3:20])[N:18]=[C:17]([CH:21]=[O:22])[C:16]=1[CH:27]=[CH2:28], predict the reactants needed to synthesize it. The reactants are: [H-].C([Al+]CC(C)C)C(C)C.[Cl:11][C:12]1[CH:32]=[C:31]([Cl:33])[C:30]([O:34][CH2:35][C:36]2[CH:41]=[CH:40][C:39]([O:42][CH3:43])=[CH:38][CH:37]=2)=[CH:29][C:13]=1[O:14][C:15]1[N:19]([CH3:20])[N:18]=[C:17]([C:21](N(OC)C)=[O:22])[C:16]=1[CH:27]=[CH2:28].O.O.O.O.O.O.O.O.O.O.S([O-])([O-])(=O)=O.[Mg+2]. (7) Given the product [C:1]([O:5][C:6](=[O:15])[C:7]1[CH:12]=[C:11]([CH:22]=[CH2:23])[N:10]=[C:9]([CH:34]=[C:33]([CH3:32])[CH3:28])[CH:8]=1)([CH3:4])([CH3:3])[CH3:2], predict the reactants needed to synthesize it. The reactants are: [C:1]([O:5][C:6](=[O:15])[C:7]1[CH:12]=[C:11](Cl)[N:10]=[C:9](Cl)[CH:8]=1)([CH3:4])([CH3:3])[CH3:2].B1(C=C)OB([CH:22]=[CH2:23])OB(C=C)O1.[CH:28]1[CH:33]=[CH:32]N=CC=1.[C:34]([O-])([O-])=O.[K+].[K+].